Dataset: Peptide-MHC class II binding affinity with 134,281 pairs from IEDB. Task: Regression. Given a peptide amino acid sequence and an MHC pseudo amino acid sequence, predict their binding affinity value. This is MHC class II binding data. (1) The peptide sequence is DENPVVHFFKNIVTPRTPPP. The MHC is DRB1_1302 with pseudo-sequence DRB1_1302. The binding affinity (normalized) is 0.306. (2) The peptide sequence is EPGHLAPTGMFVAGA. The MHC is HLA-DPA10301-DPB10402 with pseudo-sequence HLA-DPA10301-DPB10402. The binding affinity (normalized) is 0.168. (3) The peptide sequence is YDKFLANVSTVLTGR. The MHC is DRB1_0701 with pseudo-sequence DRB1_0701. The binding affinity (normalized) is 0.751. (4) The peptide sequence is SKLTYENVKMEDVGY. The MHC is DRB1_1501 with pseudo-sequence DRB1_1501. The binding affinity (normalized) is 0.0936.